This data is from Full USPTO retrosynthesis dataset with 1.9M reactions from patents (1976-2016). The task is: Predict the reactants needed to synthesize the given product. Given the product [CH2:15]([NH:14][CH2:13][C@@H:12]([C@H:11]1[CH2:1][CH2:2][C:3]2[C:4](=[CH:5][CH:6]=[C:7]([F:9])[CH:8]=2)[O:10]1)[OH:29])[C:16]1[CH:17]=[CH:18][CH:19]=[CH:20][CH:26]=1, predict the reactants needed to synthesize it. The reactants are: [CH2:1]1[C@H:11]([C@H:12]([OH:29])[CH2:13][NH:14][CH2:15][C@@H:16](O)[C@H:17]2OC3C=CC(F)=[CH:26][C:20]=3[CH2:19][CH2:18]2)[O:10][C:4]2[CH:5]=[CH:6][C:7]([F:9])=[CH:8][C:3]=2[CH2:2]1.FC1C=C2C(=CC=1)O[C@@H](C(=O)CCl)CC2.C[O-].[Na+].C(N)C1C=CC=CC=1.